Dataset: Peptide-MHC class II binding affinity with 134,281 pairs from IEDB. Task: Regression. Given a peptide amino acid sequence and an MHC pseudo amino acid sequence, predict their binding affinity value. This is MHC class II binding data. (1) The peptide sequence is ETIKVSPQTMDGILK. The MHC is DRB1_0101 with pseudo-sequence DRB1_0101. The binding affinity (normalized) is 0.499. (2) The peptide sequence is YGIIVPVLTSLFNKV. The MHC is DRB4_0101 with pseudo-sequence DRB4_0103. The binding affinity (normalized) is 0.577. (3) The peptide sequence is AAAAGWQTLSAALDA. The MHC is HLA-DPA10103-DPB10201 with pseudo-sequence HLA-DPA10103-DPB10201. The binding affinity (normalized) is 0.239. (4) The peptide sequence is TNFKYNYSVIEGGPI. The MHC is DRB1_0405 with pseudo-sequence DRB1_0405. The binding affinity (normalized) is 0.538.